Dataset: Full USPTO retrosynthesis dataset with 1.9M reactions from patents (1976-2016). Task: Predict the reactants needed to synthesize the given product. (1) Given the product [Br:6][C:7]1[CH:12]=[CH:11][C:10]([CH2:13][Cl:5])=[C:9]([CH3:15])[CH:8]=1, predict the reactants needed to synthesize it. The reactants are: CS([Cl:5])(=O)=O.[Br:6][C:7]1[CH:12]=[CH:11][C:10]([CH2:13]O)=[C:9]([CH3:15])[CH:8]=1.C(N(CC)CC)C.O. (2) Given the product [F:32][C:29]1[CH:30]=[CH:31][C:26]([C:4]2[CH:3]=[C:2]([CH3:38])[N:7]=[N:6][C:5]=2[N:8]([CH3:25])[C:9](=[O:24])[C:10]2[CH:15]=[C:14]([C:16]([F:18])([F:17])[F:19])[CH:13]=[C:12]([S:20]([CH3:23])(=[O:21])=[O:22])[CH:11]=2)=[C:27]([O:33][CH3:34])[CH:28]=1, predict the reactants needed to synthesize it. The reactants are: Cl[C:2]1[N:7]=[N:6][C:5]([N:8]([CH3:25])[C:9](=[O:24])[C:10]2[CH:15]=[C:14]([C:16]([F:19])([F:18])[F:17])[CH:13]=[C:12]([S:20]([CH3:23])(=[O:22])=[O:21])[CH:11]=2)=[C:4]([C:26]2[CH:31]=[CH:30][C:29]([F:32])=[CH:28][C:27]=2[O:33][CH3:34])[CH:3]=1.[Cl-].C[Zn+].[CH3:38]N1CCN(C)C1=O.C(=O)(O)[O-].[Na+]. (3) Given the product [N:12]1([CH2:32][C@@:25]2([C:19]3[CH:20]=[CH:21][C:22]([F:24])=[CH:23][C:18]=3[F:17])[O:29][CH2:28][C@@H:27]([CH2:30][OH:31])[CH2:26]2)[CH:16]=[N:15][CH:14]=[N:13]1, predict the reactants needed to synthesize it. The reactants are: CC(C)([O-])C.[Na+].CN(C)C=O.[NH:12]1[CH:16]=[N:15][CH:14]=[N:13]1.[F:17][C:18]1[CH:23]=[C:22]([F:24])[CH:21]=[CH:20][C:19]=1[C@:25]1([CH2:32]I)[O:29][CH2:28][C@@H:27]([CH2:30][OH:31])[CH2:26]1. (4) Given the product [C:13]([C:17]1[N:26]=[C:25]([N:27]2[CH2:32][CH2:31][N:30]([CH2:33][CH2:34][CH2:35][CH2:36][NH:37][C:10]([C:2]3[N:1]=[C:5]4[CH:6]=[CH:7][CH:8]=[CH:9][N:4]4[CH:3]=3)=[O:12])[CH2:29][CH2:28]2)[C:24]2[C:19](=[CH:20][CH:21]=[CH:22][CH:23]=2)[N:18]=1)([CH3:16])([CH3:14])[CH3:15], predict the reactants needed to synthesize it. The reactants are: [N:1]1[C:2]([C:10]([OH:12])=O)=[CH:3][N:4]2[CH:9]=[CH:8][CH:7]=[CH:6][C:5]=12.[C:13]([C:17]1[N:26]=[C:25]([N:27]2[CH2:32][CH2:31][N:30]([CH2:33][CH2:34][CH2:35][CH2:36][NH2:37])[CH2:29][CH2:28]2)[C:24]2[C:19](=[CH:20][CH:21]=[CH:22][CH:23]=2)[N:18]=1)([CH3:16])([CH3:15])[CH3:14]. (5) Given the product [C:29]([C:33]1[N:34]=[C:35]([N:56]2[CH2:57][C:58]([F:60])([F:59])[C:54]([F:61])([F:53])[CH2:55]2)[C:36]2[N:41]=[N:40][N:39]([CH2:42][C:43]3[CH:48]=[CH:47][C:46]([O:49][CH3:50])=[CH:45][CH:44]=3)[C:37]=2[N:38]=1)([CH3:32])([CH3:31])[CH3:30], predict the reactants needed to synthesize it. The reactants are: C(C1N=C(N2CCOCC2)C2N=NN(CC3C=CC(OC)=CC=3)C=2N=1)(C)(C)C.[C:29]([C:33]1[N:34]=[C:35](Cl)[C:36]2[N:41]=[N:40][N:39]([CH2:42][C:43]3[CH:48]=[CH:47][C:46]([O:49][CH3:50])=[CH:45][CH:44]=3)[C:37]=2[N:38]=1)([CH3:32])([CH3:31])[CH3:30].Cl.[F:53][C:54]1([F:61])[C:58]([F:60])([F:59])[CH2:57][NH:56][CH2:55]1. (6) Given the product [CH3:21][O:20][CH2:19][CH2:18][N:17]([CH2:22][CH2:23][O:24][CH3:25])[C:15]([CH:13]1[CH2:12][CH2:11][C:10]2[C:3]3[C:2]([NH:26][C:27]4[C:36]([O:37][CH3:38])=[CH:35][C:30]5[NH:31][C:32](=[O:34])[S:33][C:29]=5[CH:28]=4)=[N:7][CH:6]=[N:5][C:4]=3[S:8][C:9]=2[CH2:14]1)=[O:16], predict the reactants needed to synthesize it. The reactants are: Cl[C:2]1[C:3]2[C:10]3[CH2:11][CH2:12][CH:13]([C:15]([N:17]([CH2:22][CH2:23][O:24][CH3:25])[CH2:18][CH2:19][O:20][CH3:21])=[O:16])[CH2:14][C:9]=3[S:8][C:4]=2[N:5]=[CH:6][N:7]=1.[NH2:26][C:27]1[C:36]([O:37][CH3:38])=[CH:35][C:30]2[NH:31][C:32](=[O:34])[S:33][C:29]=2[CH:28]=1. (7) Given the product [F:28][C:29]([F:39])([F:40])[C:30]1[CH:31]=[C:32]([NH:36][C:37]([NH:21][C:18]2[CH:17]=[CH:16][C:15]([CH2:14][C:7]3[C:8]4[C:9](=[N:10][CH:11]=[CH:12][CH:13]=4)[N:5]([Si:4]([CH:1]([CH3:2])[CH3:3])([CH:22]([CH3:24])[CH3:23])[CH:25]([CH3:27])[CH3:26])[CH:6]=3)=[CH:20][CH:19]=2)=[O:38])[CH:33]=[CH:34][CH:35]=1, predict the reactants needed to synthesize it. The reactants are: [CH:1]([Si:4]([CH:25]([CH3:27])[CH3:26])([CH:22]([CH3:24])[CH3:23])[N:5]1[C:9]2=[N:10][CH:11]=[CH:12][CH:13]=[C:8]2[C:7]([CH2:14][C:15]2[CH:20]=[CH:19][C:18]([NH2:21])=[CH:17][CH:16]=2)=[CH:6]1)([CH3:3])[CH3:2].[F:28][C:29]([F:40])([F:39])[C:30]1[CH:31]=[C:32]([N:36]=[C:37]=[O:38])[CH:33]=[CH:34][CH:35]=1.C(N(CC)CC)C.O. (8) The reactants are: C([N:8](CC1C=CC=CC=1)[C:9]1[CH:10]=[N:11][C:12]([CH2:15][NH:16][CH2:17][CH2:18][O:19][CH3:20])=[CH:13][CH:14]=1)C1C=CC=CC=1.[OH-].[Na+]. Given the product [CH3:20][O:19][CH2:18][CH2:17][NH:16][CH2:15][C:12]1[N:11]=[CH:10][C:9]([NH2:8])=[CH:14][CH:13]=1, predict the reactants needed to synthesize it. (9) The reactants are: [Br:1][C:2]1[CH:7]=[CH:6][C:5]([NH:8][C:9](=[O:22])[C:10]2[CH:15]=[C:14]([N+:16]([O-])=O)[C:13]([NH:19][CH3:20])=[CH:12][C:11]=2[F:21])=[CH:4][CH:3]=1. Given the product [Br:1][C:2]1[CH:3]=[CH:4][C:5]([NH:8][C:9](=[O:22])[C:10]2[CH:15]=[C:14]([NH2:16])[C:13]([NH:19][CH3:20])=[CH:12][C:11]=2[F:21])=[CH:6][CH:7]=1, predict the reactants needed to synthesize it. (10) Given the product [N+:1]([C:4]1[CH:5]=[CH:6][C:7]([C:10]2[S:11][C:12]3[CH:18]=[C:17]([OH:19])[CH:16]=[CH:15][C:13]=3[N:14]=2)=[CH:8][CH:9]=1)([O-:3])=[O:2], predict the reactants needed to synthesize it. The reactants are: [N+:1]([C:4]1[CH:9]=[CH:8][C:7]([C:10]2[S:11][C:12]3[CH:18]=[C:17]([O:19]C)[CH:16]=[CH:15][C:13]=3[N:14]=2)=[CH:6][CH:5]=1)([O-:3])=[O:2].BrB(Br)Br.ClCCl.